This data is from Reaction yield outcomes from USPTO patents with 853,638 reactions. The task is: Predict the reaction yield, written as a fraction of the theoretical maximum amount of product (1.0 means a 100% yield; for example, 0.34 means a 34% yield). (1) The reactants are Cl.Cl.[Cl:3][C:4]1[CH:9]=[CH:8][C:7]([N:10]2[CH2:15][CH2:14][NH:13][CH2:12][CH2:11]2)=[CH:6][CH:5]=1.[NH2:16][C:17]1[NH:18][C:19](=O)[C:20]2[N:26]=[C:25]([C:27]3[CH:32]=[CH:31][C:30]([F:33])=[CH:29][CH:28]=3)[CH:24]=[CH:23][C:21]=2[N:22]=1.C1CCN2C(=NCCC2)CC1. No catalyst specified. The product is [NH2:16][C:17]1[N:18]=[C:19]([N:13]2[CH2:14][CH2:15][N:10]([C:7]3[CH:6]=[CH:5][C:4]([Cl:3])=[CH:9][CH:8]=3)[CH2:11][CH2:12]2)[C:20]2[N:26]=[C:25]([C:27]3[CH:32]=[CH:31][C:30]([F:33])=[CH:29][CH:28]=3)[CH:24]=[CH:23][C:21]=2[N:22]=1. The yield is 0.340. (2) The reactants are [OH:1][CH:2]1[C:11]2[C:6](=[CH:7][CH:8]=[C:9]([N:12]3[C:17](=[O:18])[C:16]([CH2:19][C:20]4[CH:25]=[CH:24][C:23]([C:26]5[C:27]([C:32]#[N:33])=[CH:28][CH:29]=[CH:30][CH:31]=5)=[CH:22][CH:21]=4)=[C:15]([CH2:34][CH2:35][CH3:36])[N:14]=[C:13]3[CH3:37])[CH:10]=2)[O:5][C:4]([CH3:39])([CH3:38])[CH2:3]1.[H-].[Na+].I[CH3:43].S([O-])(O)(=O)=O.[K+]. The catalyst is CN(C)C=O. The product is [CH3:43][O:1][CH:2]1[C:11]2[C:6](=[CH:7][CH:8]=[C:9]([N:12]3[C:17](=[O:18])[C:16]([CH2:19][C:20]4[CH:25]=[CH:24][C:23]([C:26]5[C:27]([C:32]#[N:33])=[CH:28][CH:29]=[CH:30][CH:31]=5)=[CH:22][CH:21]=4)=[C:15]([CH2:34][CH2:35][CH3:36])[N:14]=[C:13]3[CH3:37])[CH:10]=2)[O:5][C:4]([CH3:38])([CH3:39])[CH2:3]1. The yield is 0.770. (3) The reactants are [CH2:1]([NH2:17])[CH2:2][CH2:3][CH2:4][CH2:5][CH2:6][CH2:7][CH2:8][CH2:9][CH2:10][CH2:11][CH2:12][CH2:13][CH2:14][CH2:15][CH3:16].[CH2:18]([NH:21][S:22](Cl)(=[O:24])=[O:23])[CH2:19][CH3:20]. No catalyst specified. The product is [CH2:1]([NH:17][S:22]([NH:21][CH2:18][CH2:19][CH3:20])(=[O:24])=[O:23])[CH2:2][CH2:3][CH2:4][CH2:5][CH2:6][CH2:7][CH2:8][CH2:9][CH2:10][CH2:11][CH2:12][CH2:13][CH2:14][CH2:15][CH3:16]. The yield is 0.700. (4) The reactants are [NH2:1][C:2]1[CH:3]=[C:4]([OH:12])[C:5](=[CH:10][CH:11]=1)[C:6]([O:8][CH3:9])=[O:7].[Br:13][C:14]1[C:19]([F:20])=[CH:18][C:17]([S:21](Cl)(=[O:23])=[O:22])=[C:16]([F:25])[CH:15]=1. No catalyst specified. The product is [Br:13][C:14]1[C:19]([F:20])=[CH:18][C:17]([S:21]([NH:1][C:2]2[CH:11]=[CH:10][C:5]([C:6]([O:8][CH3:9])=[O:7])=[C:4]([OH:12])[CH:3]=2)(=[O:22])=[O:23])=[C:16]([F:25])[CH:15]=1. The yield is 0.700. (5) The reactants are [N:1]1([C:7]2[CH:8]=[CH:9][C:10]3[N:11]([C:13]([C:16]([F:19])([F:18])[F:17])=[N:14][N:15]=3)[N:12]=2)[CH2:6][CH2:5][NH:4][CH2:3][CH2:2]1.FC(F)C1N2N=C(N3CCN([CH2:37][C:38]4[CH:43]=[CH:42][C:41]([CH:44]([F:46])[F:45])=[CH:40][CH:39]=4)CC3)C=CC2=NN=1. No catalyst specified. The product is [F:45][CH:44]([F:46])[C:41]1[CH:42]=[CH:43][C:38]([CH2:37][N:4]2[CH2:3][CH2:2][N:1]([C:7]3[CH:8]=[CH:9][C:10]4[N:11]([C:13]([C:16]([F:17])([F:18])[F:19])=[N:14][N:15]=4)[N:12]=3)[CH2:6][CH2:5]2)=[CH:39][CH:40]=1. The yield is 0.230. (6) The reactants are [CH3:1][O:2][C:3]1[CH:4]=[C:5]2[C:10](=[CH:11][C:12]=1[O:13][CH3:14])[N:9]=[CH:8][N:7]=[C:6]2[O:15][C:16]1[CH:22]=[CH:21][C:19]([NH2:20])=[CH:18][CH:17]=1.C(N(CC)CC)C.[C:30](Cl)(Cl)=[S:31].[N:34]1([C:39]([CH2:41][CH2:42][CH2:43][NH2:44])=[O:40])[CH:38]=[CH:37][N:36]=[CH:35]1. The catalyst is CN(C)C=O.C(OCC)(=O)C. The product is [CH3:1][O:2][C:3]1[CH:4]=[C:5]2[C:10](=[CH:11][C:12]=1[O:13][CH3:14])[N:9]=[CH:8][N:7]=[C:6]2[O:15][C:16]1[CH:22]=[CH:21][C:19]([NH:20][C:30]([NH:44][CH2:43][CH2:42][CH2:41][C:39]([N:34]2[CH:38]=[CH:37][N:36]=[CH:35]2)=[O:40])=[S:31])=[CH:18][CH:17]=1. The yield is 0.180.